Predict the product of the given reaction. From a dataset of Forward reaction prediction with 1.9M reactions from USPTO patents (1976-2016). Given the reactants C[O:2][C:3]1[CH:4]=[C:5](CC#N)[CH:6]=[C:7]([C:9]([F:12])([F:11])[F:10])[CH:8]=1.Br.[C:17]([OH:20])(=[O:19])[CH3:18], predict the reaction product. The product is: [OH:2][C:3]1[CH:4]=[C:5]([CH2:18][C:17]([OH:20])=[O:19])[CH:6]=[C:7]([C:9]([F:10])([F:11])[F:12])[CH:8]=1.